From a dataset of NCI-60 drug combinations with 297,098 pairs across 59 cell lines. Regression. Given two drug SMILES strings and cell line genomic features, predict the synergy score measuring deviation from expected non-interaction effect. (1) Drug 1: CNC(=O)C1=NC=CC(=C1)OC2=CC=C(C=C2)NC(=O)NC3=CC(=C(C=C3)Cl)C(F)(F)F. Drug 2: C1CN(P(=O)(OC1)NCCCl)CCCl. Cell line: UO-31. Synergy scores: CSS=0.264, Synergy_ZIP=2.30, Synergy_Bliss=4.14, Synergy_Loewe=1.21, Synergy_HSA=-0.0592. (2) Drug 2: CC12CCC3C(C1CCC2OP(=O)(O)O)CCC4=C3C=CC(=C4)OC(=O)N(CCCl)CCCl.[Na+]. Cell line: PC-3. Drug 1: CCCS(=O)(=O)NC1=C(C(=C(C=C1)F)C(=O)C2=CNC3=C2C=C(C=N3)C4=CC=C(C=C4)Cl)F. Synergy scores: CSS=-1.63, Synergy_ZIP=0.605, Synergy_Bliss=-1.97, Synergy_Loewe=-3.54, Synergy_HSA=-3.46.